Dataset: Forward reaction prediction with 1.9M reactions from USPTO patents (1976-2016). Task: Predict the product of the given reaction. (1) The product is: [S:31]([C:28]1[CH:29]=[CH:30][C:25]([CH3:35])=[CH:26][CH:27]=1)([OH:34])(=[O:33])=[O:32].[F:23][C:2]([F:1])([F:22])[C:3]1[CH:17]=[C:16]([C:18]([F:21])([F:20])[F:19])[CH:15]=[CH:14][C:4]=1[CH2:5][N:6]1[CH2:11][CH2:10][CH:9]([CH:12]=[O:13])[CH2:8][CH2:7]1. Given the reactants [F:1][C:2]([F:23])([F:22])[C:3]1[CH:17]=[C:16]([C:18]([F:21])([F:20])[F:19])[CH:15]=[CH:14][C:4]=1[CH2:5][N:6]1[CH2:11][CH2:10][CH:9]([CH:12]=[O:13])[CH2:8][CH2:7]1.O.[C:25]1([CH3:35])[CH:30]=[CH:29][C:28]([S:31]([OH:34])(=[O:33])=[O:32])=[CH:27][CH:26]=1, predict the reaction product. (2) Given the reactants Br[C:2]1[CH:3]=[CH:4][C:5]([O:10][CH2:11][CH:12]([CH3:14])[CH3:13])=[C:6]([CH:9]=1)[C:7]#[N:8].[B:15](OC(C)C)([O:20]C(C)C)[O:16]C(C)C.Cl, predict the reaction product. The product is: [C:7]([C:6]1[CH:9]=[C:2]([B:15]([OH:20])[OH:16])[CH:3]=[CH:4][C:5]=1[O:10][CH2:11][CH:12]([CH3:14])[CH3:13])#[N:8].